From a dataset of Forward reaction prediction with 1.9M reactions from USPTO patents (1976-2016). Predict the product of the given reaction. (1) The product is: [Cl:23][C:24]1[CH:33]=[C:32]2[C:27]([C:28]([N:34]3[C:5]([C:7]4[C:12](=[O:13])[CH:11]=[CH:10][N:9]([C:14]5[CH:15]=[C:16]([CH:19]=[CH:20][CH:21]=5)[C:17]#[N:18])[N:8]=4)=[CH:4][CH:3]=[N:2]3)=[CH:29][CH:30]=[N:31]2)=[CH:26][CH:25]=1. Given the reactants C[N:2](C)/[CH:3]=[CH:4]/[C:5]([C:7]1[C:12](=[O:13])[CH:11]=[CH:10][N:9]([C:14]2[CH:15]=[C:16]([CH:19]=[CH:20][CH:21]=2)[C:17]#[N:18])[N:8]=1)=O.[Cl:23][C:24]1[CH:33]=[C:32]2[C:27]([C:28]([NH:34]N)=[CH:29][CH:30]=[N:31]2)=[CH:26][CH:25]=1, predict the reaction product. (2) The product is: [CH3:1][O:2][CH2:3][CH2:4][NH:5][C:6]([C:8]1[CH:13]=[CH:12][C:11]([CH2:14][CH2:15][C:16]([OH:18])=[O:17])=[CH:10][CH:9]=1)=[O:7]. Given the reactants [CH3:1][O:2][CH2:3][CH2:4][NH:5][C:6]([C:8]1[CH:13]=[CH:12][C:11](/[CH:14]=[CH:15]/[C:16]([O:18]CC2C=CC=CC=2)=[O:17])=[CH:10][CH:9]=1)=[O:7], predict the reaction product. (3) Given the reactants [NH2:1][C:2]1[CH:7]=[CH:6][CH:5]=[CH:4][C:3]=1[S:8][CH:9]([C:26]1[CH:31]=[C:30]([F:32])[CH:29]=[CH:28][C:27]=1[F:33])[C@@H:10]([C:22]([O:24]C)=O)[NH:11][C:12]([O:14][CH2:15][C:16]1[CH:21]=[CH:20][CH:19]=[CH:18][CH:17]=1)=[O:13].C1(C)C=CC(S(O)(=O)=O)=CC=1, predict the reaction product. The product is: [F:33][C:27]1[CH:28]=[CH:29][C:30]([F:32])=[CH:31][C:26]=1[C@H:9]1[C@@H:10]([NH:11][C:12](=[O:13])[O:14][CH2:15][C:16]2[CH:17]=[CH:18][CH:19]=[CH:20][CH:21]=2)[C:22](=[O:24])[NH:1][C:2]2[CH:7]=[CH:6][CH:5]=[CH:4][C:3]=2[S:8]1. (4) Given the reactants [Br:1][C:2]1[C:6]2[N:7]=[C:8]([Cl:12])[N:9]=[C:10](Cl)[C:5]=2[S:4][CH:3]=1.C(O)(C)C.[NH3:17], predict the reaction product. The product is: [Br:1][C:2]1[C:6]2[N:7]=[C:8]([Cl:12])[N:9]=[C:10]([NH2:17])[C:5]=2[S:4][CH:3]=1.